This data is from Catalyst prediction with 721,799 reactions and 888 catalyst types from USPTO. The task is: Predict which catalyst facilitates the given reaction. Reactant: [CH:1]1([C:7]2[CH:28]=[CH:27][C:10]([C:11]([N:13]3[C:19]4[CH:20]=[CH:21][CH:22]=[CH:23][C:18]=4[CH2:17][N:16]4[CH:24]=[CH:25][CH:26]=[C:15]4[CH2:14]3)=[O:12])=[CH:9][CH:8]=2)[CH2:6][CH2:5][CH2:4][CH2:3][CH2:2]1.[C:29](OC=O)(=[O:31])[CH3:30]. Product: [CH:1]1([C:7]2[CH:28]=[CH:27][C:10]([C:11]([N:13]3[C:19]4[CH:20]=[CH:21][CH:22]=[CH:23][C:18]=4[CH2:17][N:16]4[C:24]([C:29](=[O:31])[CH3:30])=[CH:25][CH:26]=[C:15]4[CH2:14]3)=[O:12])=[CH:9][CH:8]=2)[CH2:2][CH2:3][CH2:4][CH2:5][CH2:6]1. The catalyst class is: 4.